Dataset: Full USPTO retrosynthesis dataset with 1.9M reactions from patents (1976-2016). Task: Predict the reactants needed to synthesize the given product. (1) Given the product [F:1][C:2]1[C:7]([F:8])=[CH:6][CH:5]=[CH:4][C:3]=1[C:9]1[N:17]=[C:12]2[CH:13]=[N:14][N:15]([CH2:19][C:20]3[O:24][N:23]=[C:22]([C:25]4[CH:30]=[CH:29][C:28]([I:31])=[CH:27][CH:26]=4)[CH:21]=3)[CH:16]=[C:11]2[N:10]=1, predict the reactants needed to synthesize it. The reactants are: [F:1][C:2]1[C:7]([F:8])=[CH:6][CH:5]=[CH:4][C:3]=1[C:9]1[N:17]=[C:12]2[CH:13]=[N:14][NH:15][CH:16]=[C:11]2[N:10]=1.Cl[CH2:19][C:20]1[O:24][N:23]=[C:22]([C:25]2[CH:30]=[CH:29][C:28]([I:31])=[CH:27][CH:26]=2)[CH:21]=1. (2) Given the product [CH3:12][C:3]1[CH:4]=[C:5]([C:6]([OH:8])=[O:7])[CH:10]=[CH:11][C:2]=1[C:16]1[CH:17]=[CH:18][CH:19]=[CH:20][C:15]=1[C:14]([F:25])([F:24])[F:13], predict the reactants needed to synthesize it. The reactants are: Br[C:2]1[CH:11]=[CH:10][C:5]([C:6]([O:8]C)=[O:7])=[CH:4][C:3]=1[CH3:12].[F:13][C:14]([F:25])([F:24])[C:15]1[CH:20]=[CH:19][CH:18]=[CH:17][C:16]=1B(O)O.C(=O)([O-])[O-].[K+].[K+].[OH-].[Na+]. (3) Given the product [NH2:16][C:15]1[C:10]2[N:11]([C:7]([C@@H:5]3[CH2:4][C@H:3]([CH2:2][NH:1][C:43](=[O:44])[CH3:42])[CH2:6]3)=[N:8][C:9]=2[C:17]2[CH:26]=[C:25]3[C:20]([CH:21]=[CH:22][C:23]([C:27]4[CH:32]=[CH:31][CH:30]=[CH:29][CH:28]=4)=[N:24]3)=[CH:19][CH:18]=2)[CH:12]=[CH:13][N:14]=1, predict the reactants needed to synthesize it. The reactants are: [NH2:1][CH2:2][CH:3]1[CH2:6][CH:5]([C:7]2[N:11]3[CH:12]=[CH:13][N:14]=[C:15]([NH2:16])[C:10]3=[C:9]([C:17]3[CH:26]=[C:25]4[C:20]([CH:21]=[CH:22][C:23]([C:27]5[CH:32]=[CH:31][CH:30]=[CH:29][CH:28]=5)=[N:24]4)=[CH:19][CH:18]=3)[N:8]=2)[CH2:4]1.CCN(C(C)C)C(C)C.[CH3:42][C:43](OC(C)=O)=[O:44]. (4) Given the product [CH3:18][C:19]1[CH:31]=[C:30]([CH2:32][N:33]([CH2:34][CH2:35][CH3:36])[C:2]2[CH:7]=[N:6][CH:5]=[C:4]([C:8]3[CH:13]=[CH:12][C:11]([C:14]([F:17])([F:16])[F:15])=[CH:10][CH:9]=3)[N:3]=2)[CH:29]=[CH:28][C:20]=1[O:21][CH2:22][C:23]([O:25][CH2:26][CH3:27])=[O:24], predict the reactants needed to synthesize it. The reactants are: Cl[C:2]1[CH:7]=[N:6][CH:5]=[C:4]([C:8]2[CH:13]=[CH:12][C:11]([C:14]([F:17])([F:16])[F:15])=[CH:10][CH:9]=2)[N:3]=1.[CH3:18][C:19]1[CH:31]=[C:30]([CH2:32][NH:33][CH2:34][CH2:35][CH3:36])[CH:29]=[CH:28][C:20]=1[O:21][CH2:22][C:23]([O:25][CH2:26][CH3:27])=[O:24].C(N(CC1C=CC(OCC(OCC)=O)=C(C)C=1)C1C=NC=C(C2C=CC(Cl)=CC=2)N=1)CCC. (5) Given the product [C:1]([O:5][C:6]([N:8]1[CH2:13][CH2:12][CH:11]([CH2:14][NH:15][C:17]2[CH:22]=[CH:21][C:20]([Cl:23])=[CH:19][CH:18]=2)[CH2:10][CH2:9]1)=[O:7])([CH3:4])([CH3:3])[CH3:2], predict the reactants needed to synthesize it. The reactants are: [C:1]([O:5][C:6]([N:8]1[CH2:13][CH2:12][CH:11]([CH2:14][NH2:15])[CH2:10][CH2:9]1)=[O:7])([CH3:4])([CH3:3])[CH3:2].Br[C:17]1[CH:22]=[CH:21][C:20]([Cl:23])=[CH:19][CH:18]=1.CC(C)([O-])C.[Na+].C1(P(C2C=CC=CC=2)C2C3OC4C(=CC=CC=4P(C4C=CC=CC=4)C4C=CC=CC=4)C(C)(C)C=3C=CC=2)C=CC=CC=1.C(=O)([O-])O.[Na+].